From a dataset of Plasma protein binding rate (PPBR) regression data from AstraZeneca. Regression/Classification. Given a drug SMILES string, predict its absorption, distribution, metabolism, or excretion properties. Task type varies by dataset: regression for continuous measurements (e.g., permeability, clearance, half-life) or binary classification for categorical outcomes (e.g., BBB penetration, CYP inhibition). For this dataset (ppbr_az), we predict Y. (1) The molecule is COCCNC(=O)c1ccc(Nc2ncc3cc(-c4cnccc4C)ccc3n2)cc1. The Y is 97.4 %. (2) The molecule is CCN1CCN(C(=O)N[C@@H](C(=O)N[C@@H]2C(=O)N3C(C(=O)O)=C(CSc4nnnn4C)CS[C@H]23)c2ccc(O)cc2)C(=O)C1=O. The Y is 90.1 %. (3) The Y is 54.6 %. The molecule is CCNC(=O)c1cc2c(-n3nc(C(F)(F)F)cc3C)c(-c3cncc(C(=O)O)c3)cnc2[nH]1.